Dataset: Reaction yield outcomes from USPTO patents with 853,638 reactions. Task: Predict the reaction yield, written as a fraction of the theoretical maximum amount of product (1.0 means a 100% yield; for example, 0.34 means a 34% yield). (1) The yield is 0.460. The product is [Cl:12][C:13]1[CH:20]=[CH:19][C:16]([CH:17]2[C:2]([C:1]([O:7][C:8]([CH3:11])([CH3:10])[CH3:9])=[O:6])=[C:3]([CH3:5])[NH:21][C:3]([CH3:5])=[C:2]2[C:1]([O:7][C:8]([CH3:11])([CH3:10])[CH3:9])=[O:22])=[CH:15][CH:14]=1. The reactants are [C:1]([O:7][C:8]([CH3:11])([CH3:10])[CH3:9])(=[O:6])[CH2:2][C:3]([CH3:5])=O.[Cl:12][C:13]1[CH:20]=[CH:19][C:16]([CH:17]=O)=[CH:15][CH:14]=1.[NH4+:21].[OH-:22]. The catalyst is CCO.C(Cl)Cl. (2) The reactants are [N:1]1[C:8]([Cl:9])=[N:7][C:5](Cl)=[N:4][C:2]=1[Cl:3].[NH:10]1[CH2:15][CH2:14][O:13][CH2:12][CH2:11]1.O. The catalyst is C(Cl)Cl. The product is [Cl:9][C:8]1[N:1]=[C:2]([Cl:3])[N:4]=[C:5]([N:10]2[CH2:15][CH2:14][O:13][CH2:12][CH2:11]2)[N:7]=1. The yield is 0.280. (3) The reactants are C[O:2][C:3]1[CH:4]=[C:5]([CH2:9][C:10]#[N:11])[CH:6]=[CH:7][CH:8]=1.B(Br)(Br)Br.O. The catalyst is C(Cl)Cl. The product is [OH:2][C:3]1[CH:4]=[C:5]([CH2:9][C:10]#[N:11])[CH:6]=[CH:7][CH:8]=1. The yield is 0.550. (4) The reactants are [F:1][CH2:2][CH2:3][N:4]1[CH2:9][CH2:8][CH:7]([C:10]2[CH:15]=[CH:14][C:13]([N+:16]([O-])=O)=[CH:12][CH:11]=2)[CH2:6][CH2:5]1. The catalyst is [Pd].C(O)C. The product is [F:1][CH2:2][CH2:3][N:4]1[CH2:9][CH2:8][CH:7]([C:10]2[CH:11]=[CH:12][C:13]([NH2:16])=[CH:14][CH:15]=2)[CH2:6][CH2:5]1. The yield is 0.600. (5) The reactants are Cl[C:2]1[CH:7]=[C:6]([C:8]2[C:13]([C:14]3[CH:19]=[CH:18][C:17]([F:20])=[CH:16][CH:15]=3)=[N:12][C:11]3=[N:21][N:22]([CH3:24])[CH:23]=[C:10]3[C:9]=2[C:25]2[CH:30]=[CH:29][C:28]([F:31])=[CH:27][CH:26]=2)[CH:5]=[CH:4][N:3]=1.[NH2:32][C:33]1[CH:38]=[CH:37][C:36]([S:39]([NH2:42])(=[O:41])=[O:40])=[CH:35][CH:34]=1. No catalyst specified. The product is [F:31][C:28]1[CH:29]=[CH:30][C:25]([C:9]2[C:10]3[C:11](=[N:21][N:22]([CH3:24])[CH:23]=3)[N:12]=[C:13]([C:14]3[CH:19]=[CH:18][C:17]([F:20])=[CH:16][CH:15]=3)[C:8]=2[C:6]2[CH:5]=[CH:4][N:3]=[C:2]([NH:32][C:33]3[CH:38]=[CH:37][C:36]([S:39]([NH2:42])(=[O:40])=[O:41])=[CH:35][CH:34]=3)[CH:7]=2)=[CH:26][CH:27]=1. The yield is 0.170. (6) The product is [Cl:1][C:2]1[CH:7]=[CH:6][CH:5]=[CH:4][C:3]=1[C:8]1([OH:14])[CH2:9][CH2:10][N:11]([CH2:26][CH2:27][CH:28]=[C:29]2[C:35]3[CH:36]=[CH:37][CH:38]=[N:39][C:34]=3[CH2:33][O:32][C:31]3[CH:40]=[CH:41][C:42]([C:44]([OH:47])([CH3:46])[CH3:45])=[CH:43][C:30]2=3)[CH2:12][CH2:13]1. The catalyst is C(O)(C)C. The yield is 0.520. The reactants are [Cl:1][C:2]1[CH:7]=[CH:6][CH:5]=[CH:4][C:3]=1[C:8]1([OH:14])[CH2:13][CH2:12][NH:11][CH2:10][CH2:9]1.N1C(C)=CC=CC=1C.[I-].[K+].Br[CH2:26][CH2:27][CH:28]=[C:29]1[C:35]2[CH:36]=[CH:37][CH:38]=[N:39][C:34]=2[CH2:33][O:32][C:31]2[CH:40]=[CH:41][C:42]([C:44]([OH:47])([CH3:46])[CH3:45])=[CH:43][C:30]1=2.